This data is from Catalyst prediction with 721,799 reactions and 888 catalyst types from USPTO. The task is: Predict which catalyst facilitates the given reaction. (1) Reactant: [C:1]([O:5][C:6]([NH:8][C:9]1[S:10][CH:11]=[C:12](/[C:14](=[N:38]/[O:39][C:40]([CH3:49])([CH3:48])[C:41]([O:43][C:44]([CH3:47])([CH3:46])[CH3:45])=[O:42])/[C:15]([NH:17][C@@H:18]2[C:21](=[O:22])[NH:20][C@@H:19]2[CH2:23][NH:24][CH2:25][CH2:26][NH:27][CH2:28][CH2:29][NH:30][C:31](=[O:37])[O:32][C:33]([CH3:36])([CH3:35])[CH3:34])=[O:16])[N:13]=1)=[O:7])([CH3:4])([CH3:3])[CH3:2].C1N=CN([C:55](N2C=NC=C2)=[O:56])C=1. Product: [C:33]([O:32][C:31]([NH:30][CH2:29][CH2:28][N:27]1[CH2:26][CH2:25][N:24]([CH2:23][C@@H:19]2[C@H:18]([NH:17][C:15](=[O:16])/[C:14](=[N:38]\[O:39][C:40]([CH3:49])([CH3:48])[C:41]([O:43][C:44]([CH3:47])([CH3:46])[CH3:45])=[O:42])/[C:12]3[N:13]=[C:9]([NH:8][C:6]([O:5][C:1]([CH3:2])([CH3:3])[CH3:4])=[O:7])[S:10][CH:11]=3)[C:21](=[O:22])[NH:20]2)[C:55]1=[O:56])=[O:37])([CH3:35])([CH3:36])[CH3:34]. The catalyst class is: 22. (2) Reactant: [H-].[Na+].[CH3:3][N:4]([CH3:18])[NH:5][C:6]([C:8]1[CH:9]=[C:10]([CH:15]=[CH:16][CH:17]=1)[C:11]([O:13][CH3:14])=[O:12])=[O:7].[CH3:19][C:20]1[N:21]=[C:22]([CH2:25]Br)[S:23][CH:24]=1. Product: [CH3:18][N:4]([CH3:3])[N:5]([CH2:25][C:22]1[S:23][CH:24]=[C:20]([CH3:19])[N:21]=1)[C:6]([C:8]1[CH:9]=[C:10]([CH:15]=[CH:16][CH:17]=1)[C:11]([O:13][CH3:14])=[O:12])=[O:7]. The catalyst class is: 1. (3) The catalyst class is: 26. Reactant: [ClH:1].[C:2]([C:5]1[CH:6]=[C:7]([C:11]2[N:12]=[CH:13][N:14]([C:16]([N:18]([CH3:25])[CH:19]3[CH2:24][CH2:23][NH:22][CH2:21][CH2:20]3)=[O:17])[CH:15]=2)[CH:8]=[CH:9][CH:10]=1)(=[O:4])[NH2:3].C(N(CC)C(C)C)(C)C.[CH3:35][O:36][C:37]1[CH:38]=[C:39]([CH:42]=[CH:43][CH:44]=1)[CH:40]=O.C(O[BH-](OC(=O)C)OC(=O)C)(=O)C.[Na+].C(O)(=O)C.Cl.C(OCC)C. Product: [ClH:1].[C:2]([C:5]1[CH:6]=[C:7]([C:11]2[N:12]=[CH:13][N:14]([C:16]([N:18]([CH:19]3[CH2:24][CH2:23][N:22]([CH2:40][C:39]4[CH:42]=[CH:43][CH:44]=[C:37]([O:36][CH3:35])[CH:38]=4)[CH2:21][CH2:20]3)[CH3:25])=[O:17])[CH:15]=2)[CH:8]=[CH:9][CH:10]=1)(=[O:4])[NH2:3]. (4) Reactant: [CH2:1]([CH2:4][C:5](O)=[S:6])[CH2:2][CH3:3].[C:8]1([C:14]#[C:15][C:16]2[CH:34]=[CH:33][C:19]([C:20]([NH:22][C:23]3[CH:28]=[CH:27][CH:26]=[CH:25][C:24]=3[S:29](=[O:32])(=[O:31])[NH2:30])=[O:21])=[CH:18][CH:17]=2)[CH:13]=[CH:12][CH:11]=[CH:10][CH:9]=1.S(Cl)(C1C=CC(C)=CC=1)(=O)=O. Product: [C:8]1([C:14]#[C:15][C:16]2[CH:34]=[CH:33][C:19]([C:20]([NH:22][C:23]3[CH:28]=[CH:27][CH:26]=[CH:25][C:24]=3[S:29]([NH:30][C:5](=[S:6])[CH2:4][CH2:1][CH2:2][CH3:3])(=[O:32])=[O:31])=[O:21])=[CH:18][CH:17]=2)[CH:9]=[CH:10][CH:11]=[CH:12][CH:13]=1. The catalyst class is: 630. (5) Reactant: [N:1]([CH2:4][C:5]1[S:6][C:7]([C:10]2[NH:14][N:13]=[CH:12][CH:11]=2)=[N:8][N:9]=1)=[N+]=[N-].[Sn](Cl)Cl. Product: [NH:14]1[C:10]([C:7]2[S:6][C:5]([CH2:4][NH2:1])=[N:9][N:8]=2)=[CH:11][CH:12]=[N:13]1. The catalyst class is: 5. (6) Reactant: C(OC([N:8]1[CH2:13][C:12](=[O:14])[N:11]([C:15]2[CH:20]=[CH:19][C:18]([O:21][CH2:22][CH2:23][CH2:24][O:25][CH2:26][C:27]3[CH:32]=[CH:31][CH:30]=[CH:29][C:28]=3[F:33])=[CH:17][CH:16]=2)[C@@H:10]([CH2:34][O:35][C:36]2[CH:45]=[CH:44][C:43]3[C:38](=[CH:39][CH:40]=[CH:41][CH:42]=3)[CH:37]=2)[CH2:9]1)=O)(C)(C)C.C(Cl)(=O)C. Product: [F:33][C:28]1[CH:29]=[CH:30][CH:31]=[CH:32][C:27]=1[CH2:26][O:25][CH2:24][CH2:23][CH2:22][O:21][C:18]1[CH:17]=[CH:16][C:15]([N:11]2[C@@H:10]([CH2:34][O:35][C:36]3[CH:45]=[CH:44][C:43]4[C:38](=[CH:39][CH:40]=[CH:41][CH:42]=4)[CH:37]=3)[CH2:9][NH:8][CH2:13][C:12]2=[O:14])=[CH:20][CH:19]=1. The catalyst class is: 5. (7) The catalyst class is: 7. Reactant: [CH3:1][C:2]1[CH:3]=[C:4]([CH:8]=[CH:9][C:10]=1[C:11]([N:13]1[CH2:17][CH2:16][CH2:15][CH2:14]1)=[O:12])[C:5]([OH:7])=O.CN(C(O[N:26]1N=[N:33][C:28]2[CH:29]=[CH:30]C=[CH:32][C:27]1=2)=[N+](C)C)C.[B-](F)(F)(F)F.[CH:40]([N:43](C(C)C)CC)([CH3:42])[CH3:41].Cl[CH2:50][Cl:51].C[OH:53].N.ClCl. Product: [Cl:51][C:50]1[CH:30]=[CH:29][C:28]2[NH:33][C:41]([C@@H:40]([NH:43][C:5](=[O:7])[C:4]3[CH:8]=[CH:9][C:10]([C:11]([N:13]4[CH2:17][CH2:16][CH2:15][CH2:14]4)=[O:12])=[C:2]([CH3:1])[CH:3]=3)[CH2:42][OH:53])=[N:26][C:27]=2[CH:32]=1. (8) Reactant: [CH2:1]([O:3][C:4]([N:6]1[C:15]2[C:10](=[CH:11][C:12]([C:16]([F:19])([F:18])[F:17])=[CH:13][CH:14]=2)[C:9]([C@H:20]([C:23]2[CH:28]=[C:27]([C:29]([F:32])([F:31])[F:30])[CH:26]=[C:25]([C:33]([F:36])([F:35])[F:34])[CH:24]=2)[CH2:21][OH:22])=[CH:8][C@H:7]1[CH2:37][CH3:38])=[O:5])[CH3:2].C(N(CC)CC)C.[C:46](Cl)(=[O:48])[CH3:47]. Product: [CH2:1]([O:3][C:4]([N:6]1[C:15]2[C:10](=[CH:11][C:12]([C:16]([F:17])([F:18])[F:19])=[CH:13][CH:14]=2)[C:9]([C@@H:20]([C:23]2[CH:24]=[C:25]([C:33]([F:34])([F:36])[F:35])[CH:26]=[C:27]([C:29]([F:30])([F:31])[F:32])[CH:28]=2)[CH2:21][O:22][C:46](=[O:48])[CH3:47])=[CH:8][C@H:7]1[CH2:37][CH3:38])=[O:5])[CH3:2]. The catalyst class is: 4. (9) Reactant: F[C:2]1[CH:9]=[CH:8][C:5]([C:6]#[N:7])=[CH:4][CH:3]=1.[NH:10]1[CH2:15][CH2:14][S:13][CH2:12][CH2:11]1. Product: [S:13]1[CH2:14][CH2:15][N:10]([C:2]2[CH:9]=[CH:8][C:5]([C:6]#[N:7])=[CH:4][CH:3]=2)[CH2:11][CH2:12]1. The catalyst class is: 10. (10) Reactant: Cl.C(N=C=NCCCN(C)C)C.[O:13]1[CH2:18][CH2:17][CH:16]([O:19][C:20]([NH:22][C:23]2([C:29]([OH:31])=O)[CH2:28][CH2:27][CH2:26][CH2:25][CH2:24]2)=[O:21])[CH2:15][CH2:14]1.[NH2:32][C@@H:33]([CH:47]([CH3:49])[CH3:48])[C@@H:34]([OH:46])[C:35]([NH:37][C@H:38]1[CH2:44][CH2:43][CH2:42][CH2:41][NH:40][C:39]1=[O:45])=[O:36].ON1C2C=CC=CC=2N=N1.C(N(CC)CC)C. Product: [O:13]1[CH2:14][CH2:15][CH:16]([O:19][C:20](=[O:21])[NH:22][C:23]2([C:29]([NH:32][C@@H:33]([CH:47]([CH3:49])[CH3:48])[C@@H:34]([OH:46])[C:35]([NH:37][C@H:38]3[CH2:44][CH2:43][CH2:42][CH2:41][NH:40][C:39]3=[O:45])=[O:36])=[O:31])[CH2:24][CH2:25][CH2:26][CH2:27][CH2:28]2)[CH2:17][CH2:18]1. The catalyst class is: 4.